From a dataset of Peptide-MHC class I binding affinity with 185,985 pairs from IEDB/IMGT. Regression. Given a peptide amino acid sequence and an MHC pseudo amino acid sequence, predict their binding affinity value. This is MHC class I binding data. The peptide sequence is STAEQLSKYV. The MHC is HLA-A68:02 with pseudo-sequence HLA-A68:02. The binding affinity (normalized) is 0.691.